This data is from Full USPTO retrosynthesis dataset with 1.9M reactions from patents (1976-2016). The task is: Predict the reactants needed to synthesize the given product. (1) Given the product [CH2:1]([O:3][C:4](=[O:24])[CH2:5][C@@H:6]([N:13]1[C:21]2[CH:20]=[C:19]([CH3:22])[N:18]=[CH:17][C:16]=2[N:15]([CH2:43][C:35]2[C:36]3[C:41](=[CH:40][CH:39]=[CH:38][C:37]=3[CH3:42])[N:33]([CH3:32])[CH:34]=2)[C:14]1=[O:23])[C:7]1[CH:8]=[CH:9][CH:10]=[CH:11][CH:12]=1)[CH3:2], predict the reactants needed to synthesize it. The reactants are: [CH2:1]([O:3][C:4](=[O:24])[CH2:5][C@@H:6]([N:13]1[C:21]2[CH:20]=[C:19]([CH3:22])[N:18]=[CH:17][C:16]=2[NH:15][C:14]1=[O:23])[C:7]1[CH:12]=[CH:11][CH:10]=[CH:9][CH:8]=1)[CH3:2].C([O-])([O-])=O.[K+].[K+].[I-].[CH3:32][N:33]1[C:41]2[C:36](=[C:37]([CH3:42])[CH:38]=[CH:39][CH:40]=2)[C:35]([CH2:43][N+](C)(C)C)=[CH:34]1. (2) The reactants are: [C@@H:1]1([N:9]2[C:19]3[N:18]=[C:16]([NH2:17])[NH:15][C:13](=[O:14])[C:12]=3[N:11]=[CH:10]2)[O:8][C@H:5]([CH2:6][OH:7])[C@@H:3]([OH:4])[CH2:2]1.Cl[Si](C)(C)C.Cl[C:26]([O:28][CH2:29][CH:30]1[C:42]2[CH:41]=[CH:40][CH:39]=[CH:38][C:37]=2[C:36]2[C:31]1=[CH:32][CH:33]=[CH:34][CH:35]=2)=[O:27]. Given the product [CH:41]1[C:42]2[CH:30]([CH2:29][O:28][C:26]([NH:17][C:16]3[NH:15][C:13](=[O:14])[C:12]4[N:11]=[CH:10][N:9]([C:19]=4[N:18]=3)[C@@H:1]3[O:8][C@H:5]([CH2:6][OH:7])[C@@H:3]([OH:4])[CH2:2]3)=[O:27])[C:31]3[C:36](=[CH:35][CH:34]=[CH:33][CH:32]=3)[C:37]=2[CH:38]=[CH:39][CH:40]=1, predict the reactants needed to synthesize it. (3) Given the product [F:1][C:2]([C:5]1[CH:6]=[C:7]([CH:11]=[CH:12][N:13]=1)[C:8]([NH:44][C:41]1[CH:42]=[N:43][C:38]([CH3:37])=[C:39]([C:45]2[CH:50]=[C:49]([N:51]3[CH2:56][CH2:55][O:54][CH2:53][CH2:52]3)[N:48]3[N:57]=[CH:58][CH:59]=[C:47]3[N:46]=2)[CH:40]=1)=[O:10])([CH3:3])[CH3:4], predict the reactants needed to synthesize it. The reactants are: [F:1][C:2]([C:5]1[CH:6]=[C:7]([CH:11]=[CH:12][N:13]=1)[C:8]([OH:10])=O)([CH3:4])[CH3:3].Cl.C(N=C=NCCCN(C)C)C.O.N1(O)C2C=CC=CC=2N=N1.[CH3:37][C:38]1[N:43]=[CH:42][C:41]([NH2:44])=[CH:40][C:39]=1[C:45]1[CH:50]=[C:49]([N:51]2[CH2:56][CH2:55][O:54][CH2:53][CH2:52]2)[N:48]2[N:57]=[CH:58][CH:59]=[C:47]2[N:46]=1. (4) Given the product [C:21]([O:20][C:19](=[O:25])[N:18]([CH2:1][CH3:2])[C@H:15]1[CH2:14][CH2:13][C@@H:12]([N:7]2[CH2:11][CH2:10][CH2:9][CH2:8]2)[CH2:17][CH2:16]1)([CH3:22])([CH3:24])[CH3:23], predict the reactants needed to synthesize it. The reactants are: [C:1](O)(=O)[C:2](O)=O.[N:7]1([C@@H:12]2[CH2:17][CH2:16][C@H:15]([NH:18][C:19](=[O:25])[O:20][C:21]([CH3:24])([CH3:23])[CH3:22])[CH2:14][CH2:13]2)[CH2:11][CH2:10][CH2:9][CH2:8]1.[H-].[Na+].C(I)C.O. (5) Given the product [OH:39][CH:37]1[CH2:38][N:35]([CH2:30][C:28]2[C:27]([CH3:32])=[N:26][N:25]([C:23]3[C:22]([CH3:33])=[CH:21][N:20]=[C:19]([NH:18][C:4]4[C:3]([O:2][CH3:1])=[CH:8][C:7]([N:9]5[CH2:10][CH2:11][CH2:12][CH2:13][CH2:14]5)=[C:6]([NH:15][C:3](=[O:2])[CH:4]=[CH2:5])[CH:5]=4)[N:24]=3)[CH:29]=2)[CH2:36]1, predict the reactants needed to synthesize it. The reactants are: [CH3:1][O:2][C:3]1[CH:8]=[C:7]([N:9]2[CH2:14][CH2:13][CH2:12][CH2:11][CH2:10]2)[C:6]([N+:15]([O-])=O)=[CH:5][C:4]=1[NH:18][C:19]1[N:24]=[C:23]([N:25]2[CH:29]=[C:28]([CH:30]=O)[C:27]([CH3:32])=[N:26]2)[C:22]([CH3:33])=[CH:21][N:20]=1.Cl.[NH:35]1[CH2:38][CH:37]([OH:39])[CH2:36]1. (6) Given the product [CH3:13][O:14][C:15]1[CH:20]=[C:19]([O:21][CH3:22])[CH:18]=[CH:17][C:16]=1[CH2:23][NH:24][CH2:2][CH2:1][C:3]1[CH:12]=[CH:11][C:6]([C:7]([O:9][CH3:10])=[O:8])=[CH:5][N:4]=1, predict the reactants needed to synthesize it. The reactants are: [CH:1]([C:3]1[CH:12]=[CH:11][C:6]([C:7]([O:9][CH3:10])=[O:8])=[CH:5][N:4]=1)=[CH2:2].[CH3:13][O:14][C:15]1[CH:20]=[C:19]([O:21][CH3:22])[CH:18]=[CH:17][C:16]=1[CH2:23][NH2:24].CC(O)=O.